This data is from HIV replication inhibition screening data with 41,000+ compounds from the AIDS Antiviral Screen. The task is: Binary Classification. Given a drug SMILES string, predict its activity (active/inactive) in a high-throughput screening assay against a specified biological target. (1) The drug is COc1ccc(-c2c3c(n(C4OC(COC(C)=O)C(OC(C)=O)C(OC(C)=O)C4OC(C)=O)c(=S)c2C#N)CCCC3)cc1. The result is 0 (inactive). (2) The compound is CC1(C)CCCC2(C)C3=C(CCC12)C(=O)OC3. The result is 0 (inactive). (3) The drug is CCOC(=O)C1=CNN=CC12C(=O)C(C(=O)OCC)CC2C(=O)OCC. The result is 0 (inactive). (4) The result is 0 (inactive). The drug is NC(=O)c1nnn(Cc2cc(Cl)c(C(=O)c3ccc(Cl)cc3)c(Cl)c2)c1N.